This data is from Full USPTO retrosynthesis dataset with 1.9M reactions from patents (1976-2016). The task is: Predict the reactants needed to synthesize the given product. Given the product [CH3:3][O:4][C:5](=[O:40])[CH2:6][C:7]1[CH:12]=[C:11]([F:13])[CH:10]=[C:9]([Cl:41])[CH:8]=1, predict the reactants needed to synthesize it. The reactants are: [OH-].[Na+].[CH3:3][O:4][C:5](=[O:40])[CH2:6][C:7]1[CH:8]=[C:9](C2C=CC(C(CC)(C3C=CC(/C=C/C(CC)(O)CC)=C(C)C=3)CC)=CC=2)[CH:10]=[C:11]([F:13])[CH:12]=1.[Cl-:41].[NH4+].